From a dataset of Forward reaction prediction with 1.9M reactions from USPTO patents (1976-2016). Predict the product of the given reaction. (1) Given the reactants C1(P(C2C=CC=CC=2)C2C3OC4C(=CC=CC=4P(C4C=CC=CC=4)C4C=CC=CC=4)C(C)(C)C=3C=CC=2)C=CC=CC=1.[NH2:43][C:44]1[CH:52]=[C:51]2[C:47]([C:48]([CH3:62])([CH3:61])[C:49](=[O:60])[N:50]2C(OC(C)(C)C)=O)=[CH:46][CH:45]=1.Br[C:64]1[N:79]=[C:67]2[CH:68]=[CH:69][CH:70]=[C:71]([N:72]([CH3:78])[C@@H:73]3[CH2:77][CH2:76][O:75][CH2:74]3)[N:66]2[N:65]=1.C(=O)([O-])[O-].[Cs+].[Cs+], predict the reaction product. The product is: [CH3:62][C:48]1([CH3:61])[C:47]2[C:51](=[CH:52][C:44]([NH:43][C:64]3[N:79]=[C:67]4[CH:68]=[CH:69][CH:70]=[C:71]([N:72]([CH3:78])[C@@H:73]5[CH2:77][CH2:76][O:75][CH2:74]5)[N:66]4[N:65]=3)=[CH:45][CH:46]=2)[NH:50][C:49]1=[O:60]. (2) Given the reactants Cl[CH2:2][C:3]([NH:5][C@H:6]([C:16]1[C:21]([C:22]2[CH:23]=[CH:24][C:25]([F:31])=[C:26]([CH:30]=2)[C:27]([NH2:29])=[O:28])=[CH:20][CH:19]=[CH:18][N:17]=1)[CH2:7][C:8]1[CH:13]=[C:12]([F:14])[CH:11]=[C:10]([F:15])[CH:9]=1)=[O:4].[F:32][C:33]([F:51])([F:50])[C:34]1[C:42]2[CH2:41][CH2:40][N:39]([C:43]([O:45][C:46]([CH3:49])([CH3:48])[CH3:47])=[O:44])[CH2:38][C:37]=2[NH:36][N:35]=1, predict the reaction product. The product is: [C:27]([C:26]1[CH:30]=[C:22]([C:21]2[C:16]([C@@H:6]([NH:5][C:3](=[O:4])[CH2:2][N:36]3[C:37]4[CH2:38][N:39]([C:43]([O:45][C:46]([CH3:49])([CH3:48])[CH3:47])=[O:44])[CH2:40][CH2:41][C:42]=4[C:34]([C:33]([F:32])([F:51])[F:50])=[N:35]3)[CH2:7][C:8]3[CH:13]=[C:12]([F:14])[CH:11]=[C:10]([F:15])[CH:9]=3)=[N:17][CH:18]=[CH:19][CH:20]=2)[CH:23]=[CH:24][C:25]=1[F:31])(=[O:28])[NH2:29]. (3) Given the reactants [Cl:1][C:2]1[CH:3]=[C:4]([CH:9]([C:14]2[CH:19]=[CH:18][C:17]([C:20]3[CH:21]=[N:22][NH:23][CH:24]=3)=[CH:16][CH:15]=2)[CH2:10][C:11]([OH:13])=O)[CH:5]=[CH:6][C:7]=1[Cl:8].S(Cl)(Cl)=O.[CH3:29][C@H:30]([NH2:37])[C:31]1[CH:36]=[CH:35][CH:34]=[CH:33][CH:32]=1.C(N(CC)CC)C, predict the reaction product. The product is: [Cl:1][C:2]1[CH:3]=[C:4]([C@@H:9]([C:14]2[CH:15]=[CH:16][C:17]([C:20]3[CH:21]=[N:22][NH:23][CH:24]=3)=[CH:18][CH:19]=2)[CH2:10][C:11]([NH:37][C@H:30]([C:31]2[CH:36]=[CH:35][CH:34]=[CH:33][CH:32]=2)[CH3:29])=[O:13])[CH:5]=[CH:6][C:7]=1[Cl:8]. (4) Given the reactants [NH:1]1[C:9]2[C:4](=[CH:5][CH:6]=[CH:7][CH:8]=2)[CH2:3][CH2:2]1.[CH2:10]1[O:13][C@H:11]1[CH3:12], predict the reaction product. The product is: [OH:13][CH:11]([CH3:12])[CH2:10][N:1]1[C:9]2[C:4](=[CH:5][CH:6]=[CH:7][CH:8]=2)[CH2:3][CH2:2]1. (5) Given the reactants Cl[C:2]1[N:7]=[CH:6][C:5]([C:8]2[S:9][C:10]3[CH2:16][CH2:15][N:14]([CH:17]4[CH2:20][CH2:19][CH2:18]4)[CH2:13][CH2:12][C:11]=3[N:21]=2)=[CH:4][CH:3]=1.[NH:22]1[CH2:26][CH2:25][NH:24][C:23]1=[O:27].C(=O)([O-])[O-].[Cs+].[Cs+].C1(P(C2C=CC=CC=2)C2C3OC4C(=CC=CC=4P(C4C=CC=CC=4)C4C=CC=CC=4)C(C)(C)C=3C=CC=2)C=CC=CC=1, predict the reaction product. The product is: [CH:17]1([N:14]2[CH2:15][CH2:16][C:10]3[S:9][C:8]([C:5]4[CH:4]=[CH:3][C:2]([N:22]5[CH2:26][CH2:25][NH:24][C:23]5=[O:27])=[N:7][CH:6]=4)=[N:21][C:11]=3[CH2:12][CH2:13]2)[CH2:20][CH2:19][CH2:18]1. (6) Given the reactants C(O[C:4]([C:6]1[N:7]([C@@H:23]([CH2:35][NH:36]C(OC(C)(C)C)=O)[CH2:24][O:25][Si:26]([CH3:34])([CH3:33])C(C)(C)C(C)C)[C:8]2[C:13]([CH:14]=1)=[CH:12][C:11]([O:15][CH2:16][C:17]1[CH:22]=[CH:21][CH:20]=[CH:19][CH:18]=1)=[CH:10][CH:9]=2)=[O:5])C.N1[CH:48]=[CH:47]N=C1.C[Si](Cl)(C)[CH2:51][CH2:52][CH2:53]CCC.[CH3:59]N(C)C=O, predict the reaction product. The product is: [CH2:16]([O:15][C:11]1[CH:12]=[CH:13][C:8]2[N:7]3[C@H:23]([CH:24]([C:47]([CH3:48])([CH3:59])[CH:52]([CH3:53])[CH3:51])[O:25][SiH:26]([CH3:33])[CH3:34])[CH2:35][NH:36][C:4](=[O:5])[C:6]3=[CH:14][C:9]=2[CH:10]=1)[C:17]1[CH:22]=[CH:21][CH:20]=[CH:19][CH:18]=1. (7) Given the reactants C(O)(C(F)(F)F)=O.[N+:8]([C:11]1[C:12]([NH:37][CH:38]2[CH2:43][CH2:42][O:41][CH2:40][CH2:39]2)=[N:13][C:14]([NH:17][C:18]2[CH:23]=[C:22]([O:24][C:25]([F:28])([F:27])[F:26])[CH:21]=[CH:20][C:19]=2[NH:29][C:30](=O)OC(C)(C)C)=[N:15][CH:16]=1)([O-:10])=[O:9], predict the reaction product. The product is: [N+:8]([C:11]1[C:12]([NH:37][CH:38]2[CH2:39][CH2:40][O:41][CH2:42][CH2:43]2)=[N:13][C:14]([N:17]2[C:18]3[CH:23]=[C:22]([O:24][C:25]([F:28])([F:26])[F:27])[CH:21]=[CH:20][C:19]=3[N:29]=[CH:30]2)=[N:15][CH:16]=1)([O-:10])=[O:9]. (8) Given the reactants [Br:1][CH2:2][CH2:3]Br.[Br:5][C:6]1[CH:11]=[CH:10][CH:9]=[C:8]([Br:12])[C:7]=1[OH:13].[OH-].[Na+], predict the reaction product. The product is: [Br:5][C:6]1[CH:11]=[CH:10][CH:9]=[C:8]([Br:12])[C:7]=1[O:13][CH2:3][CH2:2][Br:1].